From a dataset of Reaction yield outcomes from USPTO patents with 853,638 reactions. Predict the reaction yield, written as a fraction of the theoretical maximum amount of product (1.0 means a 100% yield; for example, 0.34 means a 34% yield). (1) The reactants are CN(C)/[CH:3]=[CH:4]/[C:5]([C:7]1[C:8]([CH2:16][CH3:17])=[N:9][N:10]2[C:15]=1[CH:14]=[CH:13][CH:12]=[N:11]2)=O.[CH:19]1([NH:22][C:23]([NH2:25])=[NH:24])[CH2:21][CH2:20]1.C(=O)([O-])[O-].[K+].[K+]. The catalyst is CN(C=O)C. The product is [CH:19]1([NH:22][C:23]2[N:25]=[C:5]([C:7]3[C:8]([CH2:16][CH3:17])=[N:9][N:10]4[C:15]=3[CH:14]=[CH:13][CH:12]=[N:11]4)[CH:4]=[CH:3][N:24]=2)[CH2:21][CH2:20]1. The yield is 0.360. (2) The reactants are C[O:2][C:3]([C:5]1([C:8]2[CH:9]=[CH:10][C:11]3[O:15][CH:14]=[N:13][C:12]=3[CH:16]=2)[CH2:7][CH2:6]1)=[O:4].[Al+3].[Cl-].[Cl-].[Cl-].O. The catalyst is CCS. The product is [O:15]1[C:11]2[CH:10]=[CH:9][C:8]([C:5]3([C:3]([OH:4])=[O:2])[CH2:7][CH2:6]3)=[CH:16][C:12]=2[N:13]=[CH:14]1. The yield is 0.110. (3) The reactants are O.[OH-].[Li+].C([O:6][C:7](=[O:27])[CH:8]([O:24][CH2:25][CH3:26])[CH2:9][C:10]1[CH:15]=[CH:14][C:13]([O:16][CH2:17][C:18]2[CH:23]=[CH:22][CH:21]=[CH:20][CH:19]=2)=[CH:12][CH:11]=1)C. The catalyst is O.O1CCOCC1. The product is [CH2:17]([O:16][C:13]1[CH:12]=[CH:11][C:10]([CH2:9][CH:8]([O:24][CH2:25][CH3:26])[C:7]([OH:27])=[O:6])=[CH:15][CH:14]=1)[C:18]1[CH:23]=[CH:22][CH:21]=[CH:20][CH:19]=1. The yield is 0.992. (4) The yield is 0.730. The catalyst is CN(C)C=O.C(O)(=O)CC(CC(O)=O)(C(O)=O)O. The reactants are [CH2:1]([O:3][C:4](=[O:31])[CH2:5][N:6]([CH2:17][C:18]([N:20]([N:22]1[CH2:30][C:29]2[C:24](=[CH:25][CH:26]=[CH:27][CH:28]=2)[CH2:23]1)[CH3:21])=[O:19])[C:7]1[CH:8]=[C:9]2[C:13](=[CH:14][C:15]=1[CH3:16])[NH:12][N:11]=[CH:10]2)[CH3:2].[H-].[Na+].[CH3:34]I. The product is [CH2:1]([O:3][C:4](=[O:31])[CH2:5][N:6]([CH2:17][C:18]([N:20]([N:22]1[CH2:23][C:24]2[C:29](=[CH:28][CH:27]=[CH:26][CH:25]=2)[CH2:30]1)[CH3:21])=[O:19])[C:7]1[CH:8]=[C:9]2[C:13](=[CH:14][C:15]=1[CH3:16])[N:12]([CH3:34])[N:11]=[CH:10]2)[CH3:2]. (5) The reactants are [N:1]1[CH:6]=[CH:5][C:4]([N:7]2[CH2:12][CH2:11][CH:10]([C:13](Cl)=[O:14])[CH2:9][CH2:8]2)=[CH:3][CH:2]=1.[NH2:16][CH2:17][CH:18]([NH:27][C:28]([O:30][CH2:31][C:32]1[CH:37]=[CH:36][CH:35]=[CH:34][CH:33]=1)=[O:29])[C:19]([N:21]1[CH2:26][CH2:25][CH2:24][CH2:23][CH2:22]1)=[O:20]. No catalyst specified. The product is [CH2:31]([O:30][C:28]([NH:27][CH:18]([C:19]([N:21]1[CH2:26][CH2:25][CH2:24][CH2:23][CH2:22]1)=[O:20])[CH2:17][NH:16][C:13]([CH:10]1[CH2:11][CH2:12][N:7]([C:4]2[CH:5]=[CH:6][N:1]=[CH:2][CH:3]=2)[CH2:8][CH2:9]1)=[O:14])=[O:29])[C:32]1[CH:33]=[CH:34][CH:35]=[CH:36][CH:37]=1. The yield is 0.440.